From a dataset of Reaction yield outcomes from USPTO patents with 853,638 reactions. Predict the reaction yield, written as a fraction of the theoretical maximum amount of product (1.0 means a 100% yield; for example, 0.34 means a 34% yield). The reactants are [F:1][C:2]1[CH:7]=[C:6]([S:8]([CH3:11])(=[O:10])=[O:9])[CH:5]=[C:4]([F:12])[C:3]=1[NH:13][C@H:14]1[CH2:19][CH2:18][CH2:17][N:16]([CH:20]2[CH2:25][CH2:24][NH:23][CH2:22][CH2:21]2)[C:15]1=[O:26].C(=O)([O-])[O-].[K+].[K+].[N:33]#[C:34]Br.[OH-].[Na+]. The catalyst is C(#N)C. The product is [F:12][C:4]1[CH:5]=[C:6]([S:8]([CH3:11])(=[O:10])=[O:9])[CH:7]=[C:2]([F:1])[C:3]=1[NH:13][C@H:14]1[CH2:19][CH2:18][CH2:17][N:16]([CH:20]2[CH2:21][CH2:22][N:23]([C:34]#[N:33])[CH2:24][CH2:25]2)[C:15]1=[O:26]. The yield is 1.00.